Dataset: Forward reaction prediction with 1.9M reactions from USPTO patents (1976-2016). Task: Predict the product of the given reaction. (1) Given the reactants Cl.[S:2]1[N:6]=[CH:5][C:4]([C:7]([NH:9][NH:10]C(OC(C)(C)C)=O)=[O:8])=[N:3]1, predict the reaction product. The product is: [S:2]1[N:6]=[CH:5][C:4]([C:7]([NH:9][NH2:10])=[O:8])=[N:3]1. (2) Given the reactants [F:1][C:2]([F:43])([F:42])[C:3]1[CH:8]=[CH:7][N:6]=[C:5]([C@H:9]([NH:11][C:12]([C:14]2[C:22]3[C:17](=[N:18][CH:19]=[C:20]([C:23]4[C:31]5[C:26](=[CH:27][C:28]([F:32])=[CH:29][CH:30]=5)[N:25]([CH3:33])[N:24]=4)[N:21]=3)[N:16](COCC[Si](C)(C)C)[CH:15]=2)=[O:13])[CH3:10])[CH:4]=1.C(O)(C(F)(F)F)=O.C(N)CN, predict the reaction product. The product is: [F:43][C:2]([F:1])([F:42])[C:3]1[CH:8]=[CH:7][N:6]=[C:5]([C@H:9]([NH:11][C:12]([C:14]2[C:22]3[C:17](=[N:18][CH:19]=[C:20]([C:23]4[C:31]5[C:26](=[CH:27][C:28]([F:32])=[CH:29][CH:30]=5)[N:25]([CH3:33])[N:24]=4)[N:21]=3)[NH:16][CH:15]=2)=[O:13])[CH3:10])[CH:4]=1.